This data is from Reaction yield outcomes from USPTO patents with 853,638 reactions. The task is: Predict the reaction yield, written as a fraction of the theoretical maximum amount of product (1.0 means a 100% yield; for example, 0.34 means a 34% yield). (1) The reactants are [C:1]([O:5][C:6](=[O:25])[CH2:7][CH:8]([N+:22]([O-])=O)[CH:9]([OH:21])[CH2:10][O:11][CH2:12][C:13]1[C:18]([Cl:19])=[CH:17][CH:16]=[CH:15][C:14]=1[Cl:20])([CH3:4])([CH3:3])[CH3:2]. The catalyst is [Ni].CO. The product is [NH2:22][CH:8]([CH:9]([OH:21])[CH2:10][O:11][CH2:12][C:13]1[C:14]([Cl:20])=[CH:15][CH:16]=[CH:17][C:18]=1[Cl:19])[CH2:7][C:6]([O:5][C:1]([CH3:3])([CH3:2])[CH3:4])=[O:25]. The yield is 1.00. (2) The reactants are [Br:1][C:2](=[C:16]1[CH2:21][CH2:20][N:19]([CH2:22][CH2:23][CH2:24][CH3:25])[CH2:18][CH2:17]1)[C:3]1[CH:15]=[CH:14][C:6]([C:7]([N:9]([CH2:12][CH3:13])[CH2:10][CH3:11])=[O:8])=[CH:5][CH:4]=1.C(OC([N:33]1CCC(=C(Br)C2C=CC(C(=O)N(CC)CC)=CC=2)[CH2:35][CH2:34]1)=O)(C)(C)C.N1C=CC=CC=1C=O. The yield is 0.870. The product is [Br:1][C:2](=[C:16]1[CH2:17][CH2:18][N:19]([CH2:22][C:23]2[CH:24]=[CH:25][CH:35]=[CH:34][N:33]=2)[CH2:20][CH2:21]1)[C:3]1[CH:4]=[CH:5][C:6]([C:7]([N:9]([CH2:10][CH3:11])[CH2:12][CH3:13])=[O:8])=[CH:14][CH:15]=1. No catalyst specified.